From a dataset of Forward reaction prediction with 1.9M reactions from USPTO patents (1976-2016). Predict the product of the given reaction. The product is: [Cl:1][C:2]1[CH:3]=[C:4]([CH:8]([CH2:21][CH2:22][C:23]([F:26])([F:25])[F:24])[C:9]([OH:11])=[O:10])[CH:5]=[CH:6][CH:7]=1. Given the reactants [Cl:1][C:2]1[CH:3]=[C:4]([CH2:8][C:9]([OH:11])=[O:10])[CH:5]=[CH:6][CH:7]=1.C([N-]C(C)C)(C)C.[Li+].I[CH2:21][CH2:22][C:23]([F:26])([F:25])[F:24].Cl, predict the reaction product.